This data is from Peptide-MHC class I binding affinity with 185,985 pairs from IEDB/IMGT. The task is: Regression. Given a peptide amino acid sequence and an MHC pseudo amino acid sequence, predict their binding affinity value. This is MHC class I binding data. The peptide sequence is HTLWKAGILYK. The MHC is HLA-A31:01 with pseudo-sequence HLA-A31:01. The binding affinity (normalized) is 0.424.